From a dataset of Reaction yield outcomes from USPTO patents with 853,638 reactions. Predict the reaction yield, written as a fraction of the theoretical maximum amount of product (1.0 means a 100% yield; for example, 0.34 means a 34% yield). (1) The reactants are [F:1][C:2]1[CH:7]=[CH:6][C:5]([C:8]([CH3:20])([CH3:19])[CH2:9][NH:10][C:11]2[CH:18]=[CH:17][C:14]([C:15]#[N:16])=[CH:13][N:12]=2)=[CH:4][CH:3]=1.[H-].[Al+3].[Li+].[H-].[H-].[H-].C1COCC1. The catalyst is C1COCC1. The product is [NH2:16][CH2:15][C:14]1[CH:17]=[CH:18][C:11]([NH:10][CH2:9][C:8]([C:5]2[CH:4]=[CH:3][C:2]([F:1])=[CH:7][CH:6]=2)([CH3:20])[CH3:19])=[N:12][CH:13]=1. The yield is 0.990. (2) The reactants are [C:1](/[N:3]=[C:4](\SC)/[N:5]([CH2:14][C:15]#[N:16])[C:6]1[CH:11]=[C:10]([Cl:12])[CH:9]=[C:8]([Cl:13])[CH:7]=1)#[N:2].[NH2:19][NH2:20]. The catalyst is C(O)C. The product is [NH2:2][C:1]1[NH:20][N:19]=[C:4]([N:5]([CH2:14][C:15]#[N:16])[C:6]2[CH:11]=[C:10]([Cl:12])[CH:9]=[C:8]([Cl:13])[CH:7]=2)[N:3]=1. The yield is 0.330. (3) The reactants are C[N:2]([C:12]1[CH:17]=[CH:16][CH:15]=[CH:14][CH:13]=1)[C:3]1[CH:11]=[CH:10][C:6]([C:7]([OH:9])=O)=[CH:5][CH:4]=1.Cl.[Cl:19][C:20]1[CH:21]=[C:22]2[C:26](=[CH:27][CH:28]=1)[NH:25][CH:24]=[C:23]2[CH2:29][CH2:30][NH2:31].CN(C(ON1N=NC2C=CC=NC1=2)=[N+](C)C)C.F[P-](F)(F)(F)(F)F.C(N(CC)C(C)C)(C)C. The catalyst is CN(C=O)C. The product is [Cl:19][C:20]1[CH:21]=[C:22]2[C:26](=[CH:27][CH:28]=1)[NH:25][CH:24]=[C:23]2[CH2:29][CH2:30][NH:31][C:7](=[O:9])[C:6]1[CH:5]=[CH:4][C:3]([NH:2][C:12]2[CH:13]=[CH:14][CH:15]=[CH:16][CH:17]=2)=[CH:11][CH:10]=1. The yield is 0.140. (4) The reactants are FC1C=C(F)C=CC=1C1C=C(CN2C(=O)C3=CC=CC=C3C2=O)C(=O)N(CC(C)C)N=1.[C:32]([C:35]1[C:36](=[O:56])[N:37]([CH2:50][CH:51]2[CH2:55][CH2:54][CH2:53][CH2:52]2)[N:38]=[C:39]([C:41]2[CH:46]=[CH:45][C:44]([O:47][CH3:48])=[C:43]([F:49])[CH:42]=2)[CH:40]=1)(O)=[O:33]. No catalyst specified. The product is [CH:51]1([CH2:50][N:37]2[C:36](=[O:56])[C:35]([CH2:32][OH:33])=[CH:40][C:39]([C:41]3[CH:46]=[CH:45][C:44]([O:47][CH3:48])=[C:43]([F:49])[CH:42]=3)=[N:38]2)[CH2:55][CH2:54][CH2:53][CH2:52]1. The yield is 0.473. (5) The reactants are CS(C)=O.[CH3:5][C:6]1[CH:22]=[CH:21][C:9]([CH2:10][C:11]2[S:12][C:13](/[CH:16]=[CH:17]/[N+:18]([O-:20])=[O:19])=[CH:14][CH:15]=2)=[CH:8][CH:7]=1.C(O)(=O)C.[BH4-].[Na+]. The catalyst is O. The product is [CH3:5][C:6]1[CH:7]=[CH:8][C:9]([CH2:10][C:11]2[S:12][C:13]([CH2:16][CH2:17][N+:18]([O-:20])=[O:19])=[CH:14][CH:15]=2)=[CH:21][CH:22]=1. The yield is 0.434. (6) The reactants are [OH-].[Na+].[Cl:3][C:4]1[C:9]2[NH:10][C:11]([CH3:13])=[N:12][C:8]=2[CH:7]=[C:6]([C:14]([O:16]C)=[O:15])[CH:5]=1. The catalyst is CO. The product is [Cl:3][C:4]1[C:9]2[NH:10][C:11]([CH3:13])=[N:12][C:8]=2[CH:7]=[C:6]([C:14]([OH:16])=[O:15])[CH:5]=1. The yield is 0.720.